Predict the product of the given reaction. From a dataset of Forward reaction prediction with 1.9M reactions from USPTO patents (1976-2016). (1) Given the reactants [NH:1]1[CH2:5][CH2:4][CH2:3][CH2:2]1.[CH3:6][O:7][C:8]1[CH:15]=[CH:14][CH:13]=[CH:12][C:9]=1[CH:10]=O.C([Cl:19])(=O)C, predict the reaction product. The product is: [Cl-:19].[CH3:6][O:7][C:8]1[CH:15]=[CH:14][CH:13]=[CH:12][C:9]=1[CH:10]=[N+:1]1[CH2:5][CH2:4][CH2:3][CH2:2]1. (2) Given the reactants [C:1]([O-:4])([O-])=O.[K+].[K+].[C:7]([N:10]1[CH2:15][CH2:14][N:13]([C:16]([C@H:18]2[CH2:23][CH2:22][C@H:21]([CH2:24][N:25]3[C:29]4=[N:30][C:31]([Br:34])=[CH:32][CH:33]=[C:28]4[NH:27][C:26]3=O)[CH2:20][CH2:19]2)=[O:17])[CH2:12][CH2:11]1)(=[O:9])[CH3:8].CI, predict the reaction product. The product is: [C:7]([N:10]1[CH2:11][CH2:12][N:13]([C:16]([C@H:18]2[CH2:23][CH2:22][C@H:21]([CH2:24][N:25]3[C:29]4=[N:30][C:31]([Br:34])=[CH:32][CH:33]=[C:28]4[N:27]([CH3:26])[C:1]3=[O:4])[CH2:20][CH2:19]2)=[O:17])[CH2:14][CH2:15]1)(=[O:9])[CH3:8]. (3) Given the reactants [CH3:1][Si](C=[N+]=[N-])(C)C.[Cl:8][C:9]1[CH:10]=[CH:11][CH:12]=[C:13]2[C:18]=1[N:17]=[CH:16][N:15]=[C:14]2[C:19]1[CH:20]=[C:21]([CH:32]=[CH:33][C:34]=1[F:35])[O:22][C:23]1[CH:24]=[C:25]([CH:29]=[CH:30][CH:31]=1)[C:26]([OH:28])=[O:27].C(O)(=O)C, predict the reaction product. The product is: [Cl:8][C:9]1[CH:10]=[CH:11][CH:12]=[C:13]2[C:18]=1[N:17]=[CH:16][N:15]=[C:14]2[C:19]1[CH:20]=[C:21]([CH:32]=[CH:33][C:34]=1[F:35])[O:22][C:23]1[CH:24]=[C:25]([CH:29]=[CH:30][CH:31]=1)[C:26]([O:28][CH3:1])=[O:27]. (4) Given the reactants C(P(CCCC)(CCCC)=[CH:6][C:7]([O:9][CH3:10])=[O:8])CCC.[CH2:19]([O:26][C@H:27]1[C@@H:32]([O:33][CH2:34][C:35]2[CH:40]=[CH:39][CH:38]=[CH:37][CH:36]=2)[C@H:31]([O:41][CH2:42][C:43]2[CH:48]=[CH:47][CH:46]=[CH:45][CH:44]=2)[C@@H:30]([CH2:49][O:50][CH2:51][C:52]2[CH:57]=[CH:56][CH:55]=[CH:54][CH:53]=2)[O:29][C:28]1=O)[C:20]1[CH:25]=[CH:24][CH:23]=[CH:22][CH:21]=1, predict the reaction product. The product is: [CH2:19]([O:26][C@H:27]1[C@@H:32]([O:33][CH2:34][C:35]2[CH:40]=[CH:39][CH:38]=[CH:37][CH:36]=2)[C@H:31]([O:41][CH2:42][C:43]2[CH:44]=[CH:45][CH:46]=[CH:47][CH:48]=2)[C@@H:30]([CH2:49][O:50][CH2:51][C:52]2[CH:53]=[CH:54][CH:55]=[CH:56][CH:57]=2)[O:29]/[C:28]/1=[CH:6]/[C:7]([O:9][CH3:10])=[O:8])[C:20]1[CH:21]=[CH:22][CH:23]=[CH:24][CH:25]=1. (5) Given the reactants [Cl:1][C:2]1[CH:3]=[C:4]([CH:9]2[CH:13]([C:14]3[CH:19]=[CH:18][N:17]=[CH:16][CH:15]=3)[NH:12][NH:11][C:10]2=[O:20])[CH:5]=[CH:6][C:7]=1[Cl:8].[CH3:21][C:22]([CH3:24])=O, predict the reaction product. The product is: [Cl:1][C:2]1[CH:3]=[C:4]([CH:9]2[CH:13]([C:14]3[CH:19]=[CH:18][N:17]=[CH:16][CH:15]=3)[N:12]([CH:22]([CH3:24])[CH3:21])[NH:11][C:10]2=[O:20])[CH:5]=[CH:6][C:7]=1[Cl:8]. (6) Given the reactants C(OC([N:8]1[CH2:12][C@@H:11]([NH:13][C:14]([O:16][CH2:17][CH:18]2[C:30]3[CH:29]=[CH:28][CH:27]=[CH:26][C:25]=3[C:24]3[C:19]2=[CH:20][CH:21]=[CH:22][CH:23]=3)=[O:15])[CH2:10][C@H:9]1[C:31]([O:33][CH2:34][C:35]1[CH:40]=[CH:39][CH:38]=[CH:37][CH:36]=1)=[O:32])=O)(C)(C)C.C(O)(C(F)(F)F)=O, predict the reaction product. The product is: [CH2:34]([O:33][C:31]([C@@H:9]1[CH2:10][C@H:11]([NH:13][C:14]([O:16][CH2:17][CH:18]2[C:30]3[CH:29]=[CH:28][CH:27]=[CH:26][C:25]=3[C:24]3[C:19]2=[CH:20][CH:21]=[CH:22][CH:23]=3)=[O:15])[CH2:12][NH:8]1)=[O:32])[C:35]1[CH:36]=[CH:37][CH:38]=[CH:39][CH:40]=1. (7) The product is: [Cl:1][C:2]1[CH:7]=[CH:6][C:5]([N:8]2[CH:12]=[CH:11][CH:10]=[C:9]2/[CH:13]=[CH:14]/[C:15]([O:17][CH3:18])=[O:16])=[C:4]([CH:19]([C:20]2[CH:25]=[CH:24][CH:23]=[C:22]([O:26][CH3:27])[C:21]=2[O:28][CH3:29])[OH:30])[CH:3]=1. Given the reactants [Cl:1][C:2]1[CH:7]=[CH:6][C:5]([N:8]2[CH:12]=[CH:11][CH:10]=[C:9]2/[CH:13]=[CH:14]/[C:15]([O:17][CH3:18])=[O:16])=[C:4]([C:19](=[O:30])[C:20]2[CH:25]=[CH:24][CH:23]=[C:22]([O:26][CH3:27])[C:21]=2[O:28][CH3:29])[CH:3]=1.[BH4-].[Na+].O, predict the reaction product. (8) The product is: [NH2:1][C:2]1[S:3][C:4]([C:17]2[CH:22]=[CH:21][CH:20]=[C:19]([F:23])[CH:18]=2)=[C:5]([C:7]([N:9]2[CH2:14][C@H:13]3[C@H:11]([CH2:12]3)[C@H:10]2[CH2:15][NH:16][C:33]([C:26]2[CH:25]=[N:24][N:28]3[CH:29]=[CH:30][CH:31]=[CH:32][C:27]=23)=[O:34])=[O:8])[N:6]=1. Given the reactants [NH2:1][C:2]1[S:3][C:4]([C:17]2[CH:22]=[CH:21][CH:20]=[C:19]([F:23])[CH:18]=2)=[C:5]([C:7]([N:9]2[CH2:14][C@H:13]3[C@H:11]([CH2:12]3)[C@H:10]2[CH2:15][NH2:16])=[O:8])[N:6]=1.[N:24]1[N:28]2[CH:29]=[CH:30][CH:31]=[CH:32][C:27]2=[C:26]([C:33](O)=[O:34])[CH:25]=1, predict the reaction product. (9) Given the reactants C([S:4][CH:5]1[CH2:10][CH2:9][N:8]([C:11]([O:13][CH2:14][CH:15]2[C:27]3[CH:26]=[CH:25][CH:24]=[CH:23][C:22]=3[C:21]3[C:16]2=[CH:17][CH:18]=[CH:19][CH:20]=3)=[O:12])[CH2:7][CH2:6]1)(=O)C.O.NN.Cl, predict the reaction product. The product is: [SH:4][CH:5]1[CH2:10][CH2:9][N:8]([C:11]([O:13][CH2:14][CH:15]2[C:27]3[CH:26]=[CH:25][CH:24]=[CH:23][C:22]=3[C:21]3[C:16]2=[CH:17][CH:18]=[CH:19][CH:20]=3)=[O:12])[CH2:7][CH2:6]1. (10) Given the reactants [CH3:1][O:2][C:3]1[N:8]=[C:7]([O:9][CH3:10])[C:6]([C:11]2[CH:20]=[C:19]3[C:14]([C:15](Cl)=[C:16]([C:21]([NH2:23])=[O:22])[CH:17]=[N:18]3)=[CH:13][CH:12]=2)=[CH:5][N:4]=1.[NH2:25][C:26]1[CH:27]=[C:28]([CH:32]=[C:33]([C:35]2[CH:39]=[CH:38][O:37][CH:36]=2)[CH:34]=1)[C:29]([OH:31])=[O:30], predict the reaction product. The product is: [NH2:23][C:21]([C:16]1[CH:17]=[N:18][C:19]2[C:14]([C:15]=1[NH:25][C:26]1[CH:27]=[C:28]([CH:32]=[C:33]([C:35]3[CH:39]=[CH:38][O:37][CH:36]=3)[CH:34]=1)[C:29]([OH:31])=[O:30])=[CH:13][CH:12]=[C:11]([C:6]1[C:7]([O:9][CH3:10])=[N:8][C:3]([O:2][CH3:1])=[N:4][CH:5]=1)[CH:20]=2)=[O:22].